From a dataset of Forward reaction prediction with 1.9M reactions from USPTO patents (1976-2016). Predict the product of the given reaction. Given the reactants B([C:4]1[CH:5]=[CH:6][C:7]([O:13][CH3:14])=[C:8]([CH:12]=1)[C:9]([OH:11])=[O:10])(O)O.Br[C:16]1[C:17]([CH3:36])=[C:18]([N+:33]([O-:35])=[O:34])[C:19]([O:22][C:23]2[C:32]3[CH2:31][CH2:30][CH2:29][CH2:28][C:27]=3[CH:26]=[CH:25][CH:24]=2)=[N:20][CH:21]=1.C(=O)([O-])[O-].[K+].[K+].CC(O)=O, predict the reaction product. The product is: [CH3:14][O:13][C:7]1[CH:6]=[CH:5][C:4]([C:16]2[CH:21]=[N:20][C:19]([O:22][C:23]3[C:32]4[CH2:31][CH2:30][CH2:29][CH2:28][C:27]=4[CH:26]=[CH:25][CH:24]=3)=[C:18]([N+:33]([O-:35])=[O:34])[C:17]=2[CH3:36])=[CH:12][C:8]=1[C:9]([OH:11])=[O:10].